This data is from Reaction yield outcomes from USPTO patents with 853,638 reactions. The task is: Predict the reaction yield, written as a fraction of the theoretical maximum amount of product (1.0 means a 100% yield; for example, 0.34 means a 34% yield). (1) The reactants are [Cl:1][C:2]1[CH:3]=[C:4]([N:10]2[CH:22]([CH:23]3[CH2:27][CH2:26][CH2:25][CH2:24]3)[CH:21]3[C:12]([C:13]4[CH:14]=[CH:15][C:16]([C:28]([OH:30])=O)=[N:17][C:18]=4[CH2:19][CH2:20]3)=[N:11]2)[CH:5]=[CH:6][C:7]=1[C:8]#[N:9].CC[N:33](C(C)C)C(C)C.CN(C(ON1N=NC2C=CC=NC1=2)=[N+](C)C)C.F[P-](F)(F)(F)(F)F.CN(C=O)C. The catalyst is ClCCl.O. The product is [Cl:1][C:2]1[CH:3]=[C:4]([N:10]2[CH:22]([CH:23]3[CH2:27][CH2:26][CH2:25][CH2:24]3)[CH:21]3[C:12]([C:13]4[CH:14]=[CH:15][C:16]([C:28]([NH2:33])=[O:30])=[N:17][C:18]=4[CH2:19][CH2:20]3)=[N:11]2)[CH:5]=[CH:6][C:7]=1[C:8]#[N:9]. The yield is 0.443. (2) The reactants are C(Cl)(=O)C(Cl)=O.[C:7]1([C:13](=[O:17])[C:14]([OH:16])=O)[CH:12]=[CH:11][CH:10]=[CH:9][CH:8]=1.[CH2:18]([NH2:21])[C:19]#[CH:20].C(N(CC)CC)C. The catalyst is CN(C=O)C.C(Cl)Cl.O. The product is [O:17]=[C:13]([C:7]1[CH:8]=[CH:9][CH:10]=[CH:11][CH:12]=1)[C:14]([NH:21][CH2:18][C:19]#[CH:20])=[O:16]. The yield is 0.760. (3) The reactants are [NH2:1][C:2]1[C:9]([NH:10][C:11]2[CH:15]=[C:14]([CH:16]3[CH2:18][CH2:17]3)[NH:13][N:12]=2)=[CH:8][C:7]([NH:19][C@H:20]([C:22]2[CH:27]=[CH:26][C:25]([F:28])=[CH:24][CH:23]=2)[CH3:21])=[CH:6][C:3]=1[C:4]#[N:5].[C:29](O)(=O)C.C(N)=N.C(=O)(O)[O-].[Na+].CCOC(C)=O. The catalyst is CCO. The product is [CH:16]1([C:14]2[NH:13][N:12]=[C:11]([N:10]3[C:9]4[CH:8]=[C:7]([NH:19][C@H:20]([C:22]5[CH:23]=[CH:24][C:25]([F:28])=[CH:26][CH:27]=5)[CH3:21])[CH:6]=[C:3]([C:4]#[N:5])[C:2]=4[N:1]=[CH:29]3)[CH:15]=2)[CH2:18][CH2:17]1. The yield is 0.260. (4) The reactants are [CH2:1]([N:3]1[C:7]([OH:8])=[CH:6][C:5]([C:9]2[CH:14]=[N:13][CH:12]=[CH:11][N:10]=2)=[N:4]1)[CH3:2].[H-].[Na+].[F:17][C:18]([F:37])([F:36])[S:19](N(C1C=CC=CC=1)[S:19]([C:18]([F:37])([F:36])[F:17])(=[O:21])=[O:20])(=[O:21])=[O:20]. The catalyst is CN(C=O)C. The product is [CH2:1]([N:3]1[C:7]([O:8][S:19]([C:18]([F:37])([F:36])[F:17])(=[O:21])=[O:20])=[CH:6][C:5]([C:9]2[CH:14]=[N:13][CH:12]=[CH:11][N:10]=2)=[N:4]1)[CH3:2]. The yield is 0.629. (5) The reactants are Cl[C:2]1[NH:6][C:5]2[C:7]([F:11])=[CH:8][CH:9]=[CH:10][C:4]=2[N:3]=1.[CH3:12][NH2:13]. No catalyst specified. The product is [F:11][C:7]1[C:5]2[NH:6][C:2]([NH:13][CH3:12])=[N:3][C:4]=2[CH:10]=[CH:9][CH:8]=1. The yield is 0.750. (6) The reactants are I[C:2]1[CH:3]=[C:4]2[C:9](=[CH:10][CH:11]=1)[N:8]=[C:7]([NH2:12])[CH:6]=[CH:5]2.C(N(CC)CC)C.C1(C(C2C=CC=CC=2)CCP)C=CC=CC=1.C([SiH](CCCCCC)CCCCCC)CCCCC.CN(C)[CH:57]=[O:58]. The catalyst is C([O-])(=O)C.[Pd+2].C([O-])(=O)C. The product is [NH2:12][C:7]1[CH:6]=[CH:5][C:4]2[C:9](=[CH:10][CH:11]=[C:2]([CH:57]=[O:58])[CH:3]=2)[N:8]=1. The yield is 0.240. (7) The reactants are Cl[C:2]1[CH:3]=[CH:4][C:5]2[N:11]3[CH2:12][C@H:8]([CH2:9][CH2:10]3)[N:7]([C:13]([NH:15][C:16]3[CH:17]=[N:18][CH:19]=[CH:20][CH:21]=3)=[O:14])[C:6]=2[N:22]=1.[CH3:23][C:24]1[CH:29]=[C:28]([CH3:30])[C:27](B2OC(C)(C)C(C)(C)O2)=[CH:26][N:25]=1.C([O-])([O-])=O.[Cs+].[Cs+].CC(C1C=C(C(C)C)C(C2C=CC=CC=2P(C2CCCCC2)C2CCCCC2)=C(C(C)C)C=1)C. The catalyst is C(Cl)Cl.CC([O-])=O.CC([O-])=O.[Pd+2].CO.O.O1CCOCC1. The product is [CH3:30][C:28]1[CH:29]=[C:24]([CH3:23])[N:25]=[CH:26][C:27]=1[C:2]1[CH:3]=[CH:4][C:5]2[N:11]3[CH2:12][C@H:8]([CH2:9][CH2:10]3)[N:7]([C:13]([NH:15][C:16]3[CH:17]=[N:18][CH:19]=[CH:20][CH:21]=3)=[O:14])[C:6]=2[N:22]=1. The yield is 0.233. (8) The reactants are [Br:1][C:2]1[CH:10]=[C:9]2[C:5]([C:6]([CH2:34][O:35][CH3:36])=[CH:7][N:8]2[S:11]([C:14]2[CH:15]=[CH:16][C:17]([O:32][CH3:33])=[C:18]([N:20]3[CH2:25][CH2:24][N:23](C(=O)C(F)(F)F)[CH2:22][CH2:21]3)[CH:19]=2)(=[O:13])=[O:12])=[CH:4][CH:3]=1.[OH-].[K+]. The catalyst is C1COCC1. The product is [Br:1][C:2]1[CH:10]=[C:9]2[C:5]([C:6]([CH2:34][O:35][CH3:36])=[CH:7][N:8]2[S:11]([C:14]2[CH:15]=[CH:16][C:17]([O:32][CH3:33])=[C:18]([N:20]3[CH2:25][CH2:24][NH:23][CH2:22][CH2:21]3)[CH:19]=2)(=[O:13])=[O:12])=[CH:4][CH:3]=1. The yield is 0.544. (9) The product is [Br:23][C:4]1[CH:5]=[C:6]2[C:11](=[CH:12][C:3]=1[O:2][CH3:1])[C:10]([CH3:13])([CH3:14])[C:9](=[O:15])[CH2:8][CH2:7]2. The yield is 0.920. The catalyst is CC#N. The reactants are [CH3:1][O:2][C:3]1[CH:12]=[C:11]2[C:6]([CH2:7][CH2:8][C:9](=[O:15])[C:10]2([CH3:14])[CH3:13])=[CH:5][CH:4]=1.C1C(=O)N([Br:23])C(=O)C1.O. (10) The product is [NH2:29][C:14]1[CH:13]=[C:12]([C:10]([N:1]2[C:9]3[C:4](=[CH:5][CH:6]=[CH:7][CH:8]=3)[CH2:3][CH2:2]2)=[O:11])[CH:17]=[CH:16][C:15]=1[CH2:18][NH:19][CH:20]1[CH2:28][C:27]2[C:22](=[CH:23][CH:24]=[CH:25][CH:26]=2)[CH2:21]1. The catalyst is C1COCC1.[Ni]. The yield is 0.717. The reactants are [N:1]1([C:10]([C:12]2[CH:17]=[CH:16][C:15]([CH2:18][NH:19][CH:20]3[CH2:28][C:27]4[C:22](=[CH:23][CH:24]=[CH:25][CH:26]=4)[CH2:21]3)=[C:14]([N+:29]([O-])=O)[CH:13]=2)=[O:11])[C:9]2[C:4](=[CH:5][CH:6]=[CH:7][CH:8]=2)[CH2:3][CH2:2]1.[H][H].